Predict the reaction yield, written as a fraction of the theoretical maximum amount of product (1.0 means a 100% yield; for example, 0.34 means a 34% yield). From a dataset of Reaction yield outcomes from USPTO patents with 853,638 reactions. (1) The reactants are CC1(C)O[O:3]1.[CH2:6]([S:9][S:10][CH2:11][CH:12]=[CH2:13])[CH:7]=[CH2:8]. The catalyst is CC(C)=O. The product is [CH2:8]=[CH:7][CH2:6][S:9](=[O:3])[S:10][CH2:11][CH:12]=[CH2:13]. The yield is 0.960. (2) The reactants are [C:1]([SiH2:5][O:6][C:7]([CH3:17])([CH3:16])[CH:8]1[CH2:13][CH2:12][CH:11]([CH2:14][OH:15])[CH2:10][CH2:9]1)([CH3:4])([CH3:3])[CH3:2].[S:18](Cl)([C:21]1[CH:27]=[CH:26][C:24]([CH3:25])=[CH:23][CH:22]=1)(=[O:20])=[O:19].CCOCC. The catalyst is C(Cl)(Cl)Cl. The product is [C:1]([SiH2:5][O:6][C:7]([CH3:17])([CH3:16])[CH:8]1[CH2:9][CH2:10][CH:11]([CH2:14][O:15][S:18]([C:21]2[CH:27]=[CH:26][C:24]([CH3:25])=[CH:23][CH:22]=2)(=[O:20])=[O:19])[CH2:12][CH2:13]1)([CH3:4])([CH3:3])[CH3:2]. The yield is 0.830. (3) The reactants are [CH2:1]([O:3][C:4](=[O:31])[CH2:5][C@H:6]1[C:14]2[C:9](=[CH:10][C:11]([O:15][CH2:16][CH2:17][C:18]3[N:19]=[C:20]([C:24]4[CH:29]=[CH:28][C:27](Br)=[CH:26][CH:25]=4)[O:21][C:22]=3[CH3:23])=[CH:12][CH:13]=2)[CH2:8][CH2:7]1)[CH3:2].[C:32]([C:35]1[S:39][C:38](B(O)O)=[CH:37][CH:36]=1)(=[O:34])[CH3:33].C(=O)([O-])[O-].[Na+].[Na+].[C:49]1(C)[CH:54]=[CH:53][CH:52]=[CH:51][CH:50]=1. The catalyst is O1CCOCC1.C1(P(C2C=CC=CC=2)[C-]2C=CC=C2)C=CC=CC=1.[C-]1(P(C2C=CC=CC=2)C2C=CC=CC=2)C=CC=C1.[Fe+2].Cl[Pd]Cl. The product is [CH2:1]([O:3][C:4](=[O:31])[CH2:5][C@H:6]1[C:14]2[C:9](=[CH:10][C:11]([O:15][CH2:16][CH2:17][C:18]3[N:19]=[C:20]([C:24]4[CH:29]=[CH:28][C:27]([C:49]5[CH:54]=[CH:53][C:52]([C:38]6[S:39][C:35]([C:32](=[O:34])[CH3:33])=[CH:36][CH:37]=6)=[CH:51][CH:50]=5)=[CH:26][CH:25]=4)[O:21][C:22]=3[CH3:23])=[CH:12][CH:13]=2)[CH2:8][CH2:7]1)[CH3:2]. The yield is 0.460. (4) The reactants are [CH:1]1([CH:7]([C:9]2[C:10]([CH2:20][CH2:21][C:22]3[CH:27]=[CH:26][CH:25]=[CH:24][CH:23]=3)=[N:11][N:12]([C:14]3[CH:19]=[CH:18][CH:17]=[CH:16][CH:15]=3)[CH:13]=2)O)[CH2:6][CH2:5][CH2:4][CH2:3][CH2:2]1.[NH2:28][C:29]1[CH:34]=[CH:33][C:32]([C:35]([NH:37][CH2:38][CH2:39][C:40]([O:42]CC)=[O:41])=[O:36])=[CH:31][CH:30]=1. No catalyst specified. The product is [CH:1]1([CH:7]([NH:28][C:29]2[CH:30]=[CH:31][C:32]([C:35]([NH:37][CH2:38][CH2:39][C:40]([OH:42])=[O:41])=[O:36])=[CH:33][CH:34]=2)[C:9]2[C:10]([CH2:20][CH2:21][C:22]3[CH:27]=[CH:26][CH:25]=[CH:24][CH:23]=3)=[N:11][N:12]([C:14]3[CH:19]=[CH:18][CH:17]=[CH:16][CH:15]=3)[CH:13]=2)[CH2:6][CH2:5][CH2:4][CH2:3][CH2:2]1. The yield is 0.410. (5) The reactants are [Br:1][C:2]1[CH:10]=[CH:9][C:5]([C:6]([OH:8])=[O:7])=[CH:4][C:3]=1[C:11]([F:14])([F:13])[F:12].S(Cl)(Cl)=O.[CH3:19]O. No catalyst specified. The product is [Br:1][C:2]1[CH:10]=[CH:9][C:5]([C:6]([O:8][CH3:19])=[O:7])=[CH:4][C:3]=1[C:11]([F:12])([F:13])[F:14]. The yield is 0.910. (6) The reactants are C([NH:8][C:9]1[C:10]([CH3:32])=[C:11]([CH3:31])[C:12]2[O:16][CH2:15][CH:14]([C:17]3[CH:22]=[CH:21][C:20]([C:23]4[CH:28]=[CH:27][CH:26]=[CH:25][CH:24]=4)=[CH:19][CH:18]=3)[C:13]=2[C:29]=1[CH3:30])C1C=CC=CC=1. The catalyst is CCCCCC. The product is [C:20]1([C:23]2[CH:24]=[CH:25][CH:26]=[CH:27][CH:28]=2)[CH:21]=[CH:22][C:17]([CH:14]2[C:13]3[C:29]([CH3:30])=[C:9]([NH2:8])[C:10]([CH3:32])=[C:11]([CH3:31])[C:12]=3[O:16][CH2:15]2)=[CH:18][CH:19]=1. The yield is 0.890. (7) The reactants are C([O:3][C:4]([C:6]1[CH:7]=[C:8]2[C:12](=[CH:13][C:14]=1[NH:15][C:16]([C:18]1[C:27](=[O:28])[C:26]3[C:21](=[CH:22][CH:23]=[CH:24][CH:25]=3)[NH:20][CH:19]=1)=[O:17])[NH:11][CH:10]=[CH:9]2)=[O:5])C.[OH-].[Na+]. The catalyst is C1COCC1. The product is [O:28]=[C:27]1[C:26]2[C:21](=[CH:22][CH:23]=[CH:24][CH:25]=2)[NH:20][CH:19]=[C:18]1[C:16]([NH:15][C:14]1[CH:13]=[C:12]2[C:8]([CH:9]=[CH:10][NH:11]2)=[CH:7][C:6]=1[C:4]([OH:5])=[O:3])=[O:17]. The yield is 0.930. (8) The reactants are [NH:1]1[CH:5]=[C:4]([C:6]2[C:7]3[CH:14]=[CH:13][N:12]([CH2:15][O:16][CH2:17][CH2:18][Si:19]([CH3:22])([CH3:21])[CH3:20])[C:8]=3[N:9]=[CH:10][N:11]=2)[CH:3]=[N:2]1.[C:23](/[CH:25]=[CH:26]/[C:27]1([C:30]#[N:31])[CH2:29][CH2:28]1)#[N:24].C1CCN2C(=NCCC2)CC1. The catalyst is C(#N)C. The product is [C:23]([CH2:25][CH:26]([C:27]1([C:30]#[N:31])[CH2:29][CH2:28]1)[N:1]1[CH:5]=[C:4]([C:6]2[C:7]3[CH:14]=[CH:13][N:12]([CH2:15][O:16][CH2:17][CH2:18][Si:19]([CH3:22])([CH3:21])[CH3:20])[C:8]=3[N:9]=[CH:10][N:11]=2)[CH:3]=[N:2]1)#[N:24]. The yield is 0.580. (9) The reactants are [CH3:1][O:2][C:3]1[CH:4]=[C:5]([P:12](Cl)(Cl)=[O:13])[CH:6]=[CH:7][C:8]=1[N+:9]([O-:11])=[O:10].[CH:16]([Mg]Br)=[CH2:17].[CH2:20]1COC[CH2:21]1. No catalyst specified. The product is [CH:20]([P:12](=[O:13])([CH:16]=[CH2:17])[C:5]1[CH:6]=[CH:7][C:8]([N+:9]([O-:11])=[O:10])=[C:3]([O:2][CH3:1])[CH:4]=1)=[CH2:21]. The yield is 0.750.